This data is from Forward reaction prediction with 1.9M reactions from USPTO patents (1976-2016). The task is: Predict the product of the given reaction. (1) Given the reactants [OH-].[K+].C([O:5][C:6]([C:8]1[NH:9][C:10]2[C:15]([CH:16]=1)=[C:14]([CH3:17])[CH:13]=[C:12]([O:18][CH2:19][C:20]1[CH:25]=[CH:24][CH:23]=[CH:22][CH:21]=1)[CH:11]=2)=[O:7])C.Cl, predict the reaction product. The product is: [CH2:19]([O:18][C:12]1[CH:11]=[C:10]2[C:15]([CH:16]=[C:8]([C:6]([OH:7])=[O:5])[NH:9]2)=[C:14]([CH3:17])[CH:13]=1)[C:20]1[CH:25]=[CH:24][CH:23]=[CH:22][CH:21]=1. (2) Given the reactants [H-].[Na+].[F:3][C:4]1[CH:5]=[C:6]([C:11]2[CH2:15][C:14]([CH3:25])([C:16]([NH:18][CH2:19][C:20]3[CH:21]=[N:22][NH:23][CH:24]=3)=[O:17])[O:13][N:12]=2)[CH:7]=[C:8]([F:10])[CH:9]=1.Br[CH2:27][C:28]#[N:29].S(=O)(=O)(O)O, predict the reaction product. The product is: [C:28]([CH2:27][N:23]1[CH:24]=[C:20]([CH2:19][NH:18][C:16]([C:14]2([CH3:25])[O:13][N:12]=[C:11]([C:6]3[CH:5]=[C:4]([F:3])[CH:9]=[C:8]([F:10])[CH:7]=3)[CH2:15]2)=[O:17])[CH:21]=[N:22]1)#[N:29]. (3) Given the reactants [Cl:1][C:2]1[CH:7]=[C:6]([NH:8][C:9]2[CH:14]=[CH:13][C:12](C(F)(F)F)=[CH:11][CH:10]=2)[CH:5]=[CH:4][C:3]=1[C:19]([C:21]1[CH:26]=[C:25]([N+:27]([O-:29])=[O:28])[CH:24]=[CH:23][C:22]=1[CH3:30])=[O:20].BrC1C=CC([C:38](C2C=C([N+]([O-])=O)C=CC=2C)=[O:39])=C(Cl)C=1.COC1C=CC=CC=1N, predict the reaction product. The product is: [Cl:1][C:2]1[CH:7]=[C:6]([NH:8][C:9]2[CH:14]=[CH:13][CH:12]=[CH:11][C:10]=2[O:39][CH3:38])[CH:5]=[CH:4][C:3]=1[C:19]([C:21]1[CH:26]=[C:25]([N+:27]([O-:29])=[O:28])[CH:24]=[CH:23][C:22]=1[CH3:30])=[O:20].